From a dataset of Reaction yield outcomes from USPTO patents with 853,638 reactions. Predict the reaction yield, written as a fraction of the theoretical maximum amount of product (1.0 means a 100% yield; for example, 0.34 means a 34% yield). (1) The reactants are [C:1](=[O:8])([O:5][CH2:6][CH3:7])OCC.[H-].[Na+].ClC1C=C[C:15](C(N)=O)=[C:14]([C:21]2[CH:26]=[CH:25][C:24]([O:27][C:28]3[CH:33]=[CH:32][CH:31]=[CH:30][CH:29]=3)=[CH:23][CH:22]=2)N=1.CC(O)=[O:36].O. The catalyst is C1(C)C=CC=CC=1. The product is [O:36]=[C:14]([C:21]1[CH:26]=[CH:25][C:24]([O:27][C:28]2[CH:33]=[CH:32][CH:31]=[CH:30][CH:29]=2)=[CH:23][CH:22]=1)[CH2:15][C:1]([O:5][CH2:6][CH3:7])=[O:8]. The yield is 0.790. (2) The catalyst is O1CCCC1.CN(C)C1C=CN=CC=1. The reactants are [CH3:1][O:2][C:3]1[CH:4]=[C:5]([NH2:26])[CH:6]=[CH:7][C:8]=1[C:9]1[O:10][C:11]([C:14]2[C:15]([C:20]3[CH:25]=[CH:24][CH:23]=[CH:22][CH:21]=3)=[N:16][O:17][C:18]=2[CH3:19])=[N:12][N:13]=1.C(NC(C)C)(C)C.[S:34]1[CH:38]=[CH:37][CH:36]=[C:35]1[S:39](Cl)(=[O:41])=[O:40]. The product is [CH3:1][O:2][C:3]1[CH:4]=[C:5]([NH:26][S:39]([C:35]2[S:34][CH:38]=[CH:37][CH:36]=2)(=[O:41])=[O:40])[CH:6]=[CH:7][C:8]=1[C:9]1[O:10][C:11]([C:14]2[C:15]([C:20]3[CH:21]=[CH:22][CH:23]=[CH:24][CH:25]=3)=[N:16][O:17][C:18]=2[CH3:19])=[N:12][N:13]=1. The yield is 0.330.